Dataset: Peptide-MHC class II binding affinity with 134,281 pairs from IEDB. Task: Regression. Given a peptide amino acid sequence and an MHC pseudo amino acid sequence, predict their binding affinity value. This is MHC class II binding data. The peptide sequence is LRDDQRKVFRELVRN. The MHC is DRB1_1301 with pseudo-sequence DRB1_1301. The binding affinity (normalized) is 0.547.